Predict the reactants needed to synthesize the given product. From a dataset of Full USPTO retrosynthesis dataset with 1.9M reactions from patents (1976-2016). (1) Given the product [Cl:1][C:2]1[CH:7]=[C:6]([F:8])[CH:5]=[CH:4][C:3]=1/[C:9](/[CH2:39][CH3:40])=[C:10](\[C:26]1[CH:27]=[CH:28][C:29](/[CH:32]=[CH:33]/[C:34]#[N:42])=[CH:30][CH:31]=1)/[C:11]1[CH:12]=[C:13]2[C:17](=[CH:18][CH:19]=1)[N:16]([CH:20]1[CH2:25][CH2:24][CH2:23][CH2:22][O:21]1)[N:15]=[CH:14]2, predict the reactants needed to synthesize it. The reactants are: [Cl:1][C:2]1[CH:7]=[C:6]([F:8])[CH:5]=[CH:4][C:3]=1/[C:9](/[CH2:39][CH3:40])=[C:10](\[C:26]1[CH:31]=[CH:30][C:29](/[CH:32]=[CH:33]/[C:34](OCC)=O)=[CH:28][CH:27]=1)/[C:11]1[CH:12]=[C:13]2[C:17](=[CH:18][CH:19]=1)[N:16]([CH:20]1[CH2:25][CH2:24][CH2:23][CH2:22][O:21]1)[N:15]=[CH:14]2.C(CP(=O)(OCC)OCC)#[N:42]. (2) Given the product [CH3:20][O:19][C:17](/[C:16](=[CH:24]/[CH:25]=[CH:26]/[CH2:27][CH2:28][CH2:29][CH2:30][CH2:31][CH2:32][CH3:33])/[CH2:15][C:14]([O:22][CH3:23])=[O:21])=[O:18], predict the reactants needed to synthesize it. The reactants are: P(CCCC)(CCCC)CCCC.[C:14]([O:22][CH3:23])(=[O:21])/[CH:15]=[CH:16]/[C:17]([O:19][CH3:20])=[O:18].[CH:24](=O)/[CH:25]=[CH:26]/[CH2:27][CH2:28][CH2:29][CH2:30][CH2:31][CH2:32][CH3:33].CCOC(C)=O. (3) Given the product [NH:20]1[CH:4]=[CH:5][N:6]=[C:19]1[C:14]1[CH:15]=[N:16][CH:17]=[CH:18][N:13]=1, predict the reactants needed to synthesize it. The reactants are: C(O[CH:4](OCC)[CH2:5][NH2:6])C.C[O-].[Na+].[N:13]1[CH:18]=[CH:17][N:16]=[CH:15][C:14]=1[C:19]#[N:20].C(O)(=O)C.Cl. (4) Given the product [CH:17]([CH:8]1[C:7](=[O:20])[N:6]([CH2:5][CH2:4][C:3]([OH:21])=[O:2])[C:11]2[CH:12]=[CH:13][C:14]([CH3:16])=[CH:15][C:10]=2[O:9]1)([CH3:19])[CH3:18], predict the reactants needed to synthesize it. The reactants are: C[O:2][C:3](=[O:21])[CH2:4][CH2:5][N:6]1[C:11]2[CH:12]=[CH:13][C:14]([CH3:16])=[CH:15][C:10]=2[O:9][CH:8]([CH:17]([CH3:19])[CH3:18])[C:7]1=[O:20].[OH-].[Na+].